Predict the reactants needed to synthesize the given product. From a dataset of Full USPTO retrosynthesis dataset with 1.9M reactions from patents (1976-2016). (1) Given the product [CH2:1]([O:3][C:4]1[C:13]([NH:14][C:15]([N:34]2[CH2:33][CH2:32][N:31]([C:27]3[CH:28]=[CH:29][CH:30]=[C:25]([Br:24])[CH:26]=3)[CH2:36][CH2:35]2)=[O:23])=[N:12][C:11]2[C:6](=[CH:7][CH:8]=[CH:9][CH:10]=2)[N:5]=1)[CH3:2], predict the reactants needed to synthesize it. The reactants are: [CH2:1]([O:3][C:4]1[C:13]([NH:14][C:15](=[O:23])OC2C=CC=CC=2)=[N:12][C:11]2[C:6](=[CH:7][CH:8]=[CH:9][CH:10]=2)[N:5]=1)[CH3:2].[Br:24][C:25]1[CH:26]=[C:27]([N:31]2[CH2:36][CH2:35][NH:34][CH2:33][CH2:32]2)[CH:28]=[CH:29][CH:30]=1. (2) Given the product [CH:31]1([CH:23]([C:20]2[CH:21]=[CH:22][C:17]([CH2:16][N:6]3[CH2:5][C:4]4[C:8](=[CH:9][C:10]([F:11])=[C:2]([F:1])[CH:3]=4)[C:7]3=[O:12])=[CH:18][CH:19]=2)[C:24]([O:26][C:27]([CH3:28])([CH3:30])[CH3:29])=[O:25])[CH2:35][CH2:34][CH2:33][CH2:32]1, predict the reactants needed to synthesize it. The reactants are: [F:1][C:2]1[CH:3]=[C:4]2[C:8](=[CH:9][C:10]=1[F:11])[C:7](=[O:12])[NH:6][CH2:5]2.[H-].[Na+].Br[CH2:16][C:17]1[CH:22]=[CH:21][C:20]([CH:23]([CH:31]2[CH2:35][CH2:34][CH2:33][CH2:32]2)[C:24]([O:26][C:27]([CH3:30])([CH3:29])[CH3:28])=[O:25])=[CH:19][CH:18]=1.O. (3) The reactants are: O[C:2]1([C:12]2[C:21]([OH:22])=[CH:20][C:15]3[O:16][CH2:17][CH2:18][O:19][C:14]=3[CH:13]=2)[C:10]2[C:5](=[CH:6][CH:7]=[CH:8][CH:9]=2)[NH:4][C:3]1=[O:11].C([SiH](CC)CC)C.FC(F)(F)C(O)=O. Given the product [OH:22][C:21]1[C:12]([CH:2]2[C:10]3[C:5](=[CH:6][CH:7]=[CH:8][CH:9]=3)[NH:4][C:3]2=[O:11])=[CH:13][C:14]2[O:19][CH2:18][CH2:17][O:16][C:15]=2[CH:20]=1, predict the reactants needed to synthesize it. (4) Given the product [CH2:58]([Si:57]([CH2:62][CH3:63])([CH2:60][CH3:61])[O:56][C@H:46]([CH2:47][O:48][Si:49]([CH2:50][CH3:51])([CH2:52][CH3:53])[CH2:54][CH3:55])[CH2:45][C@H:35]1[O:34][C@@H:33]([CH2:32][C@@H:30]2[C:29](=[CH2:64])[C@H:28]([CH3:65])[CH2:27][C@H:26]([CH2:25][CH2:24][C@H:22]3[C:21](=[CH2:66])[CH2:20][C@H:19]([CH2:18][CH2:17][C@@:14]45[O:15][C@@H:10]6[C@H:8]7[C@@H:7]([O:12][C@@H:11]6[CH2:13]4)[C@@H:6]([O:16]5)[C@@H:5]([O:67][Si:68]([CH2:71][CH3:72])([CH2:69][CH3:70])[CH2:73][CH3:74])[C@H:4]([CH2:1][CH2:2][CH2:3][OH:97])[O:9]7)[O:23]3)[O:31]2)[C@H:37]([CH2:38][C:39]([O:41][CH3:42])=[O:40])[C@H:36]1[O:43][CH3:44])[CH3:59], predict the reactants needed to synthesize it. The reactants are: [CH2:1]([C@@H:4]1[O:9][C@H:8]2[C@H:10]3[O:15][C:14]4([CH2:17][CH2:18][C@@H:19]5[O:23][C@@H:22]([CH2:24][CH2:25][C@@H:26]6[O:31][C@H:30]([CH2:32][C@H:33]7[C@H:37]([CH2:38][C:39]([O:41][CH3:42])=[O:40])[C@@H:36]([O:43][CH3:44])[C@@H:35]([CH2:45][C@H:46]([O:56][Si:57]([CH2:62][CH3:63])([CH2:60][CH3:61])[CH2:58][CH3:59])[CH2:47][O:48][Si:49]([CH2:54][CH3:55])([CH2:52][CH3:53])[CH2:50][CH3:51])[O:34]7)[C:29](=[CH2:64])[C@H:28]([CH3:65])[CH2:27]6)[C:21](=[CH2:66])[CH2:20]5)[O:16][C@H:6]([C@@H:7]2[O:12][C@@H:11]3[CH2:13]4)[C@H:5]1[O:67][Si:68]([CH2:73][CH3:74])([CH2:71][CH3:72])[CH2:69][CH3:70])[CH:2]=[CH2:3].C(BC(C(C)C)C)(C(C)C)C.C(BCCC(C)C)CC(C)C.[OH-:97].[Na+].OO.[NH4+].[Cl-]. (5) Given the product [Si:24]([O:31][CH2:32][C@H:33]1[O:37][C@@H:36]([N:38]2[CH:66]=[CH:65][C:42]([NH:43][C:44]([C:59]3[CH:60]=[CH:61][CH:62]=[CH:63][CH:64]=3)([C:53]3[CH:54]=[CH:55][CH:56]=[CH:57][CH:58]=3)[C:45]3[CH:50]=[CH:49][C:48]([O:51][CH3:52])=[CH:47][CH:46]=3)=[N:41][C:39]2=[O:40])[C@H:35]([O:67][CH3:68])[C@@H:34]1[O:7][C:1](=[O:8])[CH2:2][CH2:3][C:4]([CH3:6])=[O:5])([C:27]([CH3:30])([CH3:29])[CH3:28])([CH3:25])[CH3:26], predict the reactants needed to synthesize it. The reactants are: [C:1]([OH:8])(=[O:7])[CH2:2][CH2:3][C:4]([CH3:6])=[O:5].C1(N=C=NC2CCCCC2)CCCCC1.[Si:24]([O:31][CH2:32][C@H:33]1[O:37][C@@H:36]([N:38]2[CH:66]=[CH:65][C:42]([NH:43][C:44]([C:59]3[CH:64]=[CH:63][CH:62]=[CH:61][CH:60]=3)([C:53]3[CH:58]=[CH:57][CH:56]=[CH:55][CH:54]=3)[C:45]3[CH:50]=[CH:49][C:48]([O:51][CH3:52])=[CH:47][CH:46]=3)=[N:41][C:39]2=[O:40])[C@H:35]([O:67][CH3:68])[C@@H:34]1O)([C:27]([CH3:30])([CH3:29])[CH3:28])([CH3:26])[CH3:25]. (6) Given the product [Cl:19][C:20]1[CH:21]=[C:22]([S:26]([NH:18][C@H:12]2[CH2:11][CH2:10][C:9]3[C:14](=[CH:15][CH:16]=[CH:17][C:8]=3[N:5]3[CH2:4][CH2:3][N:2]([CH3:1])[CH2:7][CH2:6]3)[CH2:13]2)(=[O:28])=[O:27])[CH:23]=[CH:24][CH:25]=1, predict the reactants needed to synthesize it. The reactants are: [CH3:1][N:2]1[CH2:7][CH2:6][N:5]([C:8]2[CH:17]=[CH:16][CH:15]=[C:14]3[C:9]=2[CH2:10][CH2:11][C@H:12]([NH2:18])[CH2:13]3)[CH2:4][CH2:3]1.[Cl:19][C:20]1[CH:21]=[C:22]([S:26](Cl)(=[O:28])=[O:27])[CH:23]=[CH:24][CH:25]=1.CO. (7) Given the product [F:1][C:2]1[CH:3]=[CH:4][C:5]([CH2:6][N:7]2[C:8](=[O:19])[CH2:9][N:10]([C:26]([NH:25][CH:22]([CH3:24])[CH3:23])=[O:27])[CH:11]([CH2:13][CH2:14][N:15]([O:17][CH3:18])[CH3:16])[CH2:12]2)=[CH:20][CH:21]=1, predict the reactants needed to synthesize it. The reactants are: [F:1][C:2]1[CH:21]=[CH:20][C:5]([CH2:6][N:7]2[CH2:12][CH:11]([CH2:13][CH2:14][N:15]([O:17][CH3:18])[CH3:16])[NH:10][CH2:9][C:8]2=[O:19])=[CH:4][CH:3]=1.[CH:22]([N:25]=[C:26]=[O:27])([CH3:24])[CH3:23]. (8) Given the product [Cl:1][C:2]1[CH:3]=[C:4]([N:11]([CH2:12][CH:13]2[CH2:14][CH2:15][O:16][CH2:17][CH2:18]2)[C:24](=[O:25])[O:23][C:20]([CH3:22])([CH3:21])[CH3:19])[C:5]2[N:6]([CH:8]=[CH:9][N:10]=2)[N:7]=1, predict the reactants needed to synthesize it. The reactants are: [Cl:1][C:2]1[CH:3]=[C:4]([NH:11][CH2:12][CH:13]2[CH2:18][CH2:17][O:16][CH2:15][CH2:14]2)[C:5]2[N:6]([CH:8]=[CH:9][N:10]=2)[N:7]=1.[CH3:19][C:20]([O:23][C:24](O[C:24]([O:23][C:20]([CH3:22])([CH3:21])[CH3:19])=[O:25])=[O:25])([CH3:22])[CH3:21]. (9) Given the product [CH3:22][Si:2]([CH3:21])([CH3:1])[O:3][C:4]#[C:5][C:6]1([Si:12]([CH3:20])([CH3:19])[NH:13][Si:14]([CH3:18])([CH3:17])/[CH:15]=[CH:16]/[C:27]2[CH:30]=[CH:31][C:24]([Cl:23])=[CH:25][CH:26]=2)[CH2:11][CH2:10][CH2:9][CH2:8][CH2:7]1, predict the reactants needed to synthesize it. The reactants are: [CH3:1][Si:2]([CH3:22])([CH3:21])[O:3][C:4]#[C:5][C:6]1([Si:12]([CH3:20])([CH3:19])[NH:13][Si:14]([CH3:18])([CH3:17])[CH:15]=[CH2:16])[CH2:11][CH2:10][CH2:9][CH2:8][CH2:7]1.[Cl:23][C:24]1[CH:31]=[CH:30][C:27](C=C)=[CH:26][CH:25]=1.